Dataset: Full USPTO retrosynthesis dataset with 1.9M reactions from patents (1976-2016). Task: Predict the reactants needed to synthesize the given product. Given the product [F:25][C:26]1[CH:31]=[CH:30][CH:29]=[CH:28][C:27]=1[N:32]1[C:40]2[C:35](=[C:36]([N:41]3[CH2:45][CH2:44][N:43]([CH2:46][C:47]([NH:9][NH2:17])=[O:49])[C:42]3=[O:50])[CH:37]=[CH:38][CH:39]=2)[CH:34]=[N:33]1, predict the reactants needed to synthesize it. The reactants are: CN(C(O[N:9]1[N:17]=NC2C=CC=NC1=2)=[N+](C)C)C.F[P-](F)(F)(F)(F)F.[F:25][C:26]1[CH:31]=[CH:30][CH:29]=[CH:28][C:27]=1[N:32]1[C:40]2[C:35](=[C:36]([N:41]3[CH2:45][CH2:44][N:43]([CH2:46][C:47]([OH:49])=O)[C:42]3=[O:50])[CH:37]=[CH:38][CH:39]=2)[CH:34]=[N:33]1.O.NN.